From a dataset of Reaction yield outcomes from USPTO patents with 853,638 reactions. Predict the reaction yield, written as a fraction of the theoretical maximum amount of product (1.0 means a 100% yield; for example, 0.34 means a 34% yield). (1) The reactants are [CH2:1]([C:9]1[CH:15]=[CH:14][C:12]([NH2:13])=[CH:11][CH:10]=1)[CH2:2][CH2:3][CH2:4][CH2:5][CH2:6][CH2:7][CH3:8].[N:16]([CH2:19][CH2:20][C:21]([O:23][CH2:24][CH3:25])=[O:22])=[C:17]=[O:18]. The catalyst is C(Cl)Cl. The product is [CH2:1]([C:9]1[CH:10]=[CH:11][C:12]([NH:13][C:17](=[O:18])[NH:16][CH2:19][CH2:20][C:21]([O:23][CH2:24][CH3:25])=[O:22])=[CH:14][CH:15]=1)[CH2:2][CH2:3][CH2:4][CH2:5][CH2:6][CH2:7][CH3:8]. The yield is 0.870. (2) The yield is 0.100. No catalyst specified. The product is [Cl:1][C:2]1[CH:3]=[CH:4][C:5]([C:8]2[O:9][CH:10]=[C:11]([CH2:13][CH2:14][NH:15][C:28](=[O:29])[C:27]3[CH:31]=[C:23]([C:20]4[N:19]=[C:18]([C:17]([F:33])([F:32])[F:16])[O:22][N:21]=4)[CH:24]=[N:25][CH:26]=3)[N:12]=2)=[CH:6][CH:7]=1. The reactants are [Cl:1][C:2]1[CH:7]=[CH:6][C:5]([C:8]2[O:9][CH:10]=[C:11]([CH2:13][CH2:14][NH2:15])[N:12]=2)=[CH:4][CH:3]=1.[F:16][C:17]([F:33])([F:32])[C:18]1[O:22][N:21]=[C:20]([C:23]2[CH:24]=[N:25][CH:26]=[C:27]([CH:31]=2)[C:28](O)=[O:29])[N:19]=1.